From a dataset of CYP2C9 inhibition data for predicting drug metabolism from PubChem BioAssay. Regression/Classification. Given a drug SMILES string, predict its absorption, distribution, metabolism, or excretion properties. Task type varies by dataset: regression for continuous measurements (e.g., permeability, clearance, half-life) or binary classification for categorical outcomes (e.g., BBB penetration, CYP inhibition). Dataset: cyp2c9_veith. (1) The result is 0 (non-inhibitor). The drug is CN(C)Cc1ccccc1-c1nc(NC2CC2)c2ccccc2n1. (2) The compound is C[C@@H](C(=O)N[C@@H](CO)Cc1ccccc1)[C@@H]1C[C@@]1(C)[C@@H](NC(=O)OCc1ccccc1)c1ccccc1. The result is 1 (inhibitor). (3) The compound is CN(C(=O)Cc1ccccc1)[C@@H]1CC[C@@]2(CCCO2)C[C@H]1N1CCCC1. The result is 0 (non-inhibitor). (4) The molecule is Cc1cc(=Nc2ccc3c(c2)c(N)cc(C)[n+]3C)nc(N)n1C. The result is 0 (non-inhibitor). (5) The compound is CN(C)C(=O)c1ccc(-c2ccc3ncnc(N(C)Cc4ccco4)c3c2)cc1. The result is 0 (non-inhibitor). (6) The drug is Cc1c(NC(=O)OCCNC(=O)Nc2ccccc2)sc(=S)n1C. The result is 1 (inhibitor).